Dataset: Peptide-MHC class I binding affinity with 185,985 pairs from IEDB/IMGT. Task: Regression. Given a peptide amino acid sequence and an MHC pseudo amino acid sequence, predict their binding affinity value. This is MHC class I binding data. The peptide sequence is ILSEKRKDTI. The MHC is HLA-A02:03 with pseudo-sequence HLA-A02:03. The binding affinity (normalized) is 0.418.